This data is from Forward reaction prediction with 1.9M reactions from USPTO patents (1976-2016). The task is: Predict the product of the given reaction. (1) Given the reactants [CH3:1][N:2]1[CH:6]=[C:5]([CH3:7])[CH:4]=[C:3]1[CH2:8][C:9]([O:11][CH2:12][CH3:13])=[O:10].[Cl:14][C:15]1[CH:23]=[C:22]([Cl:24])[CH:21]=[CH:20][C:16]=1[C:17](Cl)=[O:18].CN(C)CCCN, predict the reaction product. The product is: [Cl:14][C:15]1[CH:23]=[C:22]([Cl:24])[CH:21]=[CH:20][C:16]=1[C:17]([C:6]1[N:2]([CH3:1])[C:3]([CH2:8][C:9]([O:11][CH2:12][CH3:13])=[O:10])=[CH:4][C:5]=1[CH3:7])=[O:18]. (2) Given the reactants Br[C:2]1[CH:7]=[CH:6][CH:5]=[CH:4][C:3]=1[CH2:8][C:9]([OH:11])=[O:10].[Br:12][C:13]1[CH:19]=[CH:18][C:16]([NH2:17])=[CH:15][CH:14]=1, predict the reaction product. The product is: [Br:12][C:13]1[CH:19]=[CH:18][C:16]([NH:17][C:2]2[CH:7]=[CH:6][CH:5]=[CH:4][C:3]=2[CH2:8][C:9]([OH:11])=[O:10])=[CH:15][CH:14]=1.